This data is from NCI-60 drug combinations with 297,098 pairs across 59 cell lines. The task is: Regression. Given two drug SMILES strings and cell line genomic features, predict the synergy score measuring deviation from expected non-interaction effect. Drug 1: CN1CCC(CC1)COC2=C(C=C3C(=C2)N=CN=C3NC4=C(C=C(C=C4)Br)F)OC. Drug 2: CC(C)CN1C=NC2=C1C3=CC=CC=C3N=C2N. Cell line: OVCAR-8. Synergy scores: CSS=1.08, Synergy_ZIP=-1.45, Synergy_Bliss=-1.38, Synergy_Loewe=-5.21, Synergy_HSA=-2.43.